This data is from Full USPTO retrosynthesis dataset with 1.9M reactions from patents (1976-2016). The task is: Predict the reactants needed to synthesize the given product. (1) Given the product [OH:8][C:9]1[CH:10]=[C:11]([CH2:23][CH2:24][C:25]([NH:27][C:28]([CH3:33])([CH3:32])[C:29]([OH:31])=[O:30])=[O:26])[CH:12]=[CH:13][C:14]=1[N:15]1[CH2:19][C:18](=[O:20])[NH:17][S:16]1(=[O:22])=[O:21], predict the reactants needed to synthesize it. The reactants are: C([O:8][C:9]1[CH:10]=[C:11](/[CH:23]=[CH:24]/[C:25]([NH:27][C:28]([CH3:33])([CH3:32])[C:29]([OH:31])=[O:30])=[O:26])[CH:12]=[CH:13][C:14]=1[N:15]1[CH2:19][C:18](=[O:20])[NH:17][S:16]1(=[O:22])=[O:21])C1C=CC=CC=1. (2) The reactants are: [Cl:1][C:2]1[CH:7]=[CH:6][C:5]([S:8][C:9]2[C:10]([C:16]3[CH:21]=[CH:20][C:19]([CH:22]4[NH:26][C:25](=[O:27])[CH2:24][CH2:23]4)=[CH:18][CH:17]=3)=[N:11][N:12]([CH2:14][CH3:15])[CH:13]=2)=[CH:4][CH:3]=1.[H-].[Na+].I[CH2:31][CH3:32]. Given the product [Cl:1][C:2]1[CH:7]=[CH:6][C:5]([S:8][C:9]2[C:10]([C:16]3[CH:21]=[CH:20][C:19]([CH:22]4[N:26]([CH2:31][CH3:32])[C:25](=[O:27])[CH2:24][CH2:23]4)=[CH:18][CH:17]=3)=[N:11][N:12]([CH2:14][CH3:15])[CH:13]=2)=[CH:4][CH:3]=1, predict the reactants needed to synthesize it. (3) Given the product [NH2:1][C:2]1[O:3][C:4]2[C:9]([CH:10]([C:14]3[CH:19]=[C:18]([O:20][CH3:21])[C:17]([OH:22])=[C:16]([Br:30])[CH:15]=3)[C:11]=1[C:12]#[N:13])=[CH:8][CH:7]=[C:6]1[CH:31]=[CH:32][CH:33]=[CH:34][C:5]=21, predict the reactants needed to synthesize it. The reactants are: [NH2:1][C:2]1[O:3][C:4]2[C:9]([CH:10]([C:14]3[CH:19]=[C:18]([O:20][CH3:21])[C:17]([O:22]CC4C=CC=CC=4)=[C:16]([Br:30])[CH:15]=3)[C:11]=1[C:12]#[N:13])=[CH:8][CH:7]=[C:6]1[CH:31]=[CH:32][CH:33]=[CH:34][C:5]=21.Cl. (4) Given the product [CH2:30]([NH:32][C:26]([C:19]1[CH:20]=[CH:21][C:22]2[C@@H:23]3[C@H:14]([C@H:11]4[C@@:9]([CH2:25][CH2:24]3)([CH3:10])[C:8]([C:4]3[CH:5]=[N:6][CH:7]=[C:2]([F:1])[CH:3]=3)=[CH:13][CH2:12]4)[CH2:15][CH2:16][C:17]=2[CH:18]=1)=[O:27])[CH3:31], predict the reactants needed to synthesize it. The reactants are: [F:1][C:2]1[CH:3]=[C:4]([C:8]2[C@:9]3([CH2:25][CH2:24][C@H:23]4[C@@H:14]([CH2:15][CH2:16][C:17]5[CH:18]=[C:19]([C:26](O)=[O:27])[CH:20]=[CH:21][C:22]=54)[C@@H:11]3[CH2:12][CH:13]=2)[CH3:10])[CH:5]=[N:6][CH:7]=1.Cl.[CH2:30]([NH2:32])[CH3:31].